This data is from Reaction yield outcomes from USPTO patents with 853,638 reactions. The task is: Predict the reaction yield, written as a fraction of the theoretical maximum amount of product (1.0 means a 100% yield; for example, 0.34 means a 34% yield). (1) The catalyst is CN(C1C=CN=CC=1)C. The product is [CH3:35][O:34][C:31]1[CH:32]=[C:33]2[C:28](=[CH:29][C:30]=1[O:36][CH2:37][CH2:38][CH2:39][N:40]1[CH2:41][CH2:42][O:43][CH2:44][CH2:45]1)[N:27]=[CH:26][CH:25]=[C:24]2[O:1][C:2]1[CH:3]=[CH:4][C:5]([N:8]2[C:13](=[O:14])[C:12]([CH3:15])=[C:11]([NH:16][C:17]3[CH:18]=[CH:19][CH:20]=[CH:21][CH:22]=3)[N:10]=[CH:9]2)=[CH:6][CH:7]=1. The reactants are [OH:1][C:2]1[CH:7]=[CH:6][C:5]([N:8]2[C:13](=[O:14])[C:12]([CH3:15])=[C:11]([NH:16][C:17]3[CH:22]=[CH:21][CH:20]=[CH:19][CH:18]=3)[N:10]=[CH:9]2)=[CH:4][CH:3]=1.Cl[C:24]1[C:33]2[C:28](=[CH:29][C:30]([O:36][CH2:37][CH2:38][CH2:39][N:40]3[CH2:45][CH2:44][O:43][CH2:42][CH2:41]3)=[C:31]([O:34][CH3:35])[CH:32]=2)[N:27]=[CH:26][CH:25]=1. The yield is 0.690. (2) The reactants are Cl[C:2]1[C:11]2[C:6](=[CH:7][CH:8]=[CH:9][C:10]=2[O:12][CH:13]2[CH2:18][CH2:17][N:16]([CH3:19])[CH2:15][CH2:14]2)[N:5]=[CH:4][N:3]=1.[Cl:20][C:21]1[CH:35]=[C:34]([NH2:36])[CH:33]=[CH:32][C:22]=1[O:23][CH2:24][C:25]1[CH:29]=[C:28]([CH3:30])[N:27]([CH3:31])[N:26]=1. The catalyst is CC(O)C. The product is [Cl:20][C:21]1[CH:35]=[C:34]([CH:33]=[CH:32][C:22]=1[O:23][CH2:24][C:25]1[CH:29]=[C:28]([CH3:30])[N:27]([CH3:31])[N:26]=1)[NH:36][C:2]1[C:11]2[C:6](=[CH:7][CH:8]=[CH:9][C:10]=2[O:12][CH:13]2[CH2:18][CH2:17][N:16]([CH3:19])[CH2:15][CH2:14]2)[N:5]=[CH:4][N:3]=1. The yield is 0.310. (3) The reactants are F[C:2]1[CH:7]=[CH:6][N:5]=[C:4]([NH:8][C:9](=[O:25])[C:10]2[CH:15]=[CH:14][C:13]([B:16]3[O:20][C:19]([CH3:22])([CH3:21])[C:18]([CH3:24])([CH3:23])[O:17]3)=[CH:12][CH:11]=2)[CH:3]=1.[NH2:26][C:27]1C=C(C=CN=1)C#N. No catalyst specified. The yield is 0.990. The product is [C:27]([C:2]1[CH:7]=[CH:6][N:5]=[C:4]([NH:8][C:9](=[O:25])[C:10]2[CH:15]=[CH:14][C:13]([B:16]3[O:20][C:19]([CH3:22])([CH3:21])[C:18]([CH3:24])([CH3:23])[O:17]3)=[CH:12][CH:11]=2)[CH:3]=1)#[N:26]. (4) The reactants are Br[C:2]1[CH:3]=[C:4]2[C:8](=[CH:9][CH:10]=1)[CH2:7][N:6]([C:11]([C:24]1[CH:29]=[CH:28][CH:27]=[CH:26][CH:25]=1)([C:18]1[CH:23]=[CH:22][CH:21]=[CH:20][CH:19]=1)[C:12]1[CH:17]=[CH:16][CH:15]=[CH:14][CH:13]=1)[CH2:5]2.C([Li])CCC.[CH3:35][N:36]1[CH2:41][CH2:40][C:39](=[O:42])[CH2:38][CH2:37]1. The catalyst is C1COCC1. The product is [CH3:35][N:36]1[CH2:41][CH2:40][C:39]([C:2]2[CH:3]=[C:4]3[C:8](=[CH:9][CH:10]=2)[CH2:7][N:6]([C:11]([C:24]2[CH:29]=[CH:28][CH:27]=[CH:26][CH:25]=2)([C:18]2[CH:19]=[CH:20][CH:21]=[CH:22][CH:23]=2)[C:12]2[CH:17]=[CH:16][CH:15]=[CH:14][CH:13]=2)[CH2:5]3)([OH:42])[CH2:38][CH2:37]1. The yield is 0.570.